Dataset: Forward reaction prediction with 1.9M reactions from USPTO patents (1976-2016). Task: Predict the product of the given reaction. (1) Given the reactants B(Cl)(Cl)Cl.C([O:9][C:10](=[O:49])[CH:11]=[CH:12][C:13]1[CH:18]=[C:17]([C:19]2[O:23][N:22]=[C:21]([CH3:24])[C:20]=2[C:25]2[CH:30]=[CH:29][C:28]([O:31][CH3:32])=[CH:27][CH:26]=2)[C:16]([O:33]CC2C=CC=CC=2)=[CH:15][C:14]=1[O:41]CC1C=CC=CC=1)(C)(C)C.C(=O)=O.CC(C)=O.O, predict the reaction product. The product is: [OH:41][C:14]1[CH:15]=[C:16]([OH:33])[C:17]([C:19]2[O:23][N:22]=[C:21]([CH3:24])[C:20]=2[C:25]2[CH:26]=[CH:27][C:28]([O:31][CH3:32])=[CH:29][CH:30]=2)=[CH:18][C:13]=1[CH:12]=[CH:11][C:10]([OH:49])=[O:9]. (2) Given the reactants [NH2:1][C:2]1[CH:7]=[CH:6][C:5]([Br:8])=[CH:4][C:3]=1[NH:9][C:10]([C@@H:12]1[CH2:16][CH2:15][CH2:14][N:13]1[C:17]([O:19][C:20]([CH3:23])([CH3:22])[CH3:21])=[O:18])=O, predict the reaction product. The product is: [Br:8][C:5]1[CH:6]=[CH:7][C:2]2[NH:1][C:10]([C@@H:12]3[CH2:16][CH2:15][CH2:14][N:13]3[C:17]([O:19][C:20]([CH3:23])([CH3:22])[CH3:21])=[O:18])=[N:9][C:3]=2[CH:4]=1. (3) Given the reactants [C:1]([O:5][C:6]([NH:8][C@:9]([CH3:34])([CH2:13][CH2:14][CH2:15][C:16]1[CH:21]=[CH:20][C:19]([O:22][C:23]2[CH:28]=[CH:27][CH:26]=[C:25]([C:29]([F:32])([F:31])[F:30])[CH:24]=2)=[CH:18][C:17]=1[Cl:33])[C:10]([O-])=[O:11])=[O:7])([CH3:4])([CH3:3])[CH3:2].[BH4-].[Li+].C(O)C.C(O)(=O)CC(CC(O)=O)(C(O)=O)O, predict the reaction product. The product is: [C:1]([O:5][C:6]([NH:8][C@:9]([CH3:34])([CH2:13][CH2:14][CH2:15][C:16]1[CH:21]=[CH:20][C:19]([O:22][C:23]2[CH:28]=[CH:27][CH:26]=[C:25]([C:29]([F:30])([F:31])[F:32])[CH:24]=2)=[CH:18][C:17]=1[Cl:33])[CH2:10][OH:11])=[O:7])([CH3:4])([CH3:2])[CH3:3]. (4) Given the reactants [N:1]1([C:5]([C:7]2[CH:33]=[CH:32][C:10]([O:11][C:12]3[CH:13]=[C:14]([C:24]4[NH:28][C:27]([C:29]([OH:31])=O)=[CH:26][CH:25]=4)[CH:15]=[C:16]([O:18][C@@H:19]([CH3:23])[CH2:20][O:21][CH3:22])[CH:17]=3)=[C:9]([F:34])[CH:8]=2)=[O:6])[CH2:4][CH2:3][CH2:2]1.Cl.[Cl:36][CH2:37][CH2:38][NH2:39].CCN=C=NCCCN(C)C.Cl, predict the reaction product. The product is: [N:1]1([C:5]([C:7]2[CH:33]=[CH:32][C:10]([O:11][C:12]3[CH:13]=[C:14]([C:24]4[NH:28][C:27]([C:29]([NH:39][CH2:38][CH2:37][Cl:36])=[O:31])=[CH:26][CH:25]=4)[CH:15]=[C:16]([O:18][C@@H:19]([CH3:23])[CH2:20][O:21][CH3:22])[CH:17]=3)=[C:9]([F:34])[CH:8]=2)=[O:6])[CH2:4][CH2:3][CH2:2]1. (5) Given the reactants CS(C)=O.[H-].[Na+].[I-].[CH3:8][S+](C)C.[Cl:12][C:13]1[CH:18]=[CH:17][C:16]([C:19](=[O:21])[CH3:20])=[CH:15][C:14]=1[F:22], predict the reaction product. The product is: [Cl:12][C:13]1[CH:18]=[CH:17][C:16]([C:19]2([CH3:8])[CH2:20][O:21]2)=[CH:15][C:14]=1[F:22].